Predict the reactants needed to synthesize the given product. From a dataset of Full USPTO retrosynthesis dataset with 1.9M reactions from patents (1976-2016). (1) Given the product [Cl:1][C:2]1[CH:7]=[C:6]([C:8]2[CH:9]=[N:10][CH:11]=[CH:12][CH:13]=2)[N:5]=[C:4]([C:14]2[C:19]([CH3:20])=[CH:18][CH:17]=[CH:16][N:15]=2)[N:3]=1, predict the reactants needed to synthesize it. The reactants are: [Cl:1][C:2]1[CH:7]=[C:6]([C:8]2[CH:9]=[N:10][CH:11]=[CH:12][CH:13]=2)[N:5]=[C:4]([C:14]2[CH:19]=[CH:18][CH:17]=[CH:16][N:15]=2)[N:3]=1.[CH3:20]C1C(C(N)=N)=NC=CC=1. (2) Given the product [C:1]([C:3]1[CH:4]=[N:5][C:6]2[C:11]([CH:12]=1)=[CH:10][C:9]([O:13][CH:14]([S:18][CH3:19])[C:15]([NH:46][C:43]([CH3:45])([CH3:44])/[C:40](/[S:41][CH3:42])=[N:39]/[C:38]([CH3:20])=[CH2:37])=[O:17])=[CH:8][CH:7]=2)#[CH:2], predict the reactants needed to synthesize it. The reactants are: [C:1]([C:3]1[CH:4]=[N:5][C:6]2[C:11]([CH:12]=1)=[CH:10][C:9]([O:13][CH:14]([S:18][CH3:19])[C:15]([OH:17])=O)=[CH:8][CH:7]=2)#[CH:2].[CH3:20]CN(CC)CC.C1C=NC2N(O)N=NC=2C=1.[CH3:37][C:38]1[N:39]=[C:40]([C:43]([NH2:46])([CH3:45])[CH3:44])[S:41][CH:42]=1.CCN=C=NCCCN(C)C. (3) The reactants are: [CH3:1][NH:2][C:3](=[O:22])[C:4](=[O:21])[CH2:5][CH2:6][CH2:7][CH2:8][CH2:9][CH2:10][C:11]([O:13]CC1C=CC=CC=1)=[O:12]. Given the product [CH3:1][NH:2][C:3](=[O:22])[C:4](=[O:21])[CH2:5][CH2:6][CH2:7][CH2:8][CH2:9][CH2:10][C:11]([OH:13])=[O:12], predict the reactants needed to synthesize it. (4) Given the product [O:24]=[S:16]1(=[O:25])[C:17]2[CH:23]=[CH:22][CH:21]=[CH:20][C:18]=2[CH2:19][N:13]([C:4]2[CH:3]=[C:2]([NH:26][CH2:27][CH:28]([OH:30])[CH3:29])[C:11]3[C:6](=[CH:7][CH:8]=[C:9]([CH3:12])[CH:10]=3)[N:5]=2)[CH2:14][CH2:15]1, predict the reactants needed to synthesize it. The reactants are: Cl[C:2]1[C:11]2[C:6](=[CH:7][CH:8]=[C:9]([CH3:12])[CH:10]=2)[N:5]=[C:4]([N:13]2[CH2:19][C:18]3[CH:20]=[CH:21][CH:22]=[CH:23][C:17]=3[S:16](=[O:25])(=[O:24])[CH2:15][CH2:14]2)[CH:3]=1.[NH2:26][CH2:27][CH:28]([OH:30])[CH3:29]. (5) Given the product [Cl:20][C:21]1[C:22]([NH:30][CH2:31][CH2:32][OH:33])=[N:23][CH:24]=[C:25]([CH:29]=1)[C:26]([NH:19][C:3]1[CH:4]=[CH:5][C:6]([N:8]2[CH2:12][CH2:11][CH:10]([N:13]3[CH2:17][CH2:16][CH2:15][CH:14]3[CH3:18])[CH2:9]2)=[CH:7][C:2]=1[CH3:1])=[O:27], predict the reactants needed to synthesize it. The reactants are: [CH3:1][C:2]1[CH:7]=[C:6]([N:8]2[CH2:12][CH2:11][CH:10]([N:13]3[CH2:17][CH2:16][CH2:15][CH:14]3[CH3:18])[CH2:9]2)[CH:5]=[CH:4][C:3]=1[NH2:19].[Cl:20][C:21]1[C:22]([NH:30][CH2:31][CH2:32][OH:33])=[N:23][CH:24]=[C:25]([CH:29]=1)[C:26](O)=[O:27].